This data is from Full USPTO retrosynthesis dataset with 1.9M reactions from patents (1976-2016). The task is: Predict the reactants needed to synthesize the given product. (1) Given the product [Cl:1][C:9]1[CH:10]=[C:11]([C:14]2[N:19]=[C:18]3[N:20]([CH:23]([C:24]4[CH:25]=[C:26]5[C:31](=[CH:32][CH:33]=4)[N:30]=[CH:29][CH:28]=[CH:27]5)[CH3:40])[N:21]=[N:22][C:17]3=[CH:16][CH:15]=2)[CH:12]=[CH:13][C:8]=1[C:7]([NH2:6])=[O:34], predict the reactants needed to synthesize it. The reactants are: [ClH:1].COCC[N:6](CCOC)[C:7](=[O:34])[C:8]1[CH:13]=[CH:12][C:11]([C:14]2[N:19]=[C:18]3[N:20]([CH2:23][C:24]4[CH:25]=[C:26]5[C:31](=[CH:32][CH:33]=4)[N:30]=[CH:29][CH:28]=[CH:27]5)[N:21]=[N:22][C:17]3=[CH:16][CH:15]=2)=[CH:10][CH:9]=1.N1(CCNC(=O)C2C=CC(C3N=C4N(CC5C=C6C(=CC=5)N=CC=C6)N=NC4=CC=3)=CC=2)CCCC[CH2:40]1.C(=O)([O-])[O-].[K+].[K+].O1CCOCC1. (2) Given the product [C:1]([Si:5]([CH3:7])([CH3:6])[O:8][CH2:9][CH2:10][O:11][C:12]1[C:13]([F:23])=[C:14]([F:22])[C:15]([CH3:21])=[C:16]([NH2:18])[CH:17]=1)([CH3:4])([CH3:3])[CH3:2], predict the reactants needed to synthesize it. The reactants are: [C:1]([Si:5]([O:8][CH2:9][CH2:10][O:11][C:12]1[CH:17]=[C:16]([N+:18]([O-])=O)[C:15]([CH3:21])=[C:14]([F:22])[C:13]=1[F:23])([CH3:7])[CH3:6])([CH3:4])([CH3:3])[CH3:2]. (3) Given the product [CH3:13][N:11]1[CH:12]=[C:8]([C:5]2[N:4]=[N:3][C:2]([NH:15][NH2:16])=[CH:7][CH:6]=2)[CH:9]=[N:10]1, predict the reactants needed to synthesize it. The reactants are: Cl[C:2]1[N:3]=[N:4][C:5]([C:8]2[CH:9]=[N:10][N:11]([CH3:13])[CH:12]=2)=[CH:6][CH:7]=1.O.[NH2:15][NH2:16]. (4) Given the product [CH:23]1([C:19]2[CH:20]=[C:21]([CH3:22])[C:16]([N:13]3[CH2:14][CH2:15][N:10]([C:8]([C:5]4[CH:4]=[CH:3][C:2]([N:31]5[C@H:30]([CH2:32][OH:33])[CH2:29][O:28][C:27]5=[O:26])=[N:7][CH:6]=4)=[O:9])[CH2:11][CH2:12]3)=[N:17][CH:18]=2)[CH2:25][CH2:24]1, predict the reactants needed to synthesize it. The reactants are: Br[C:2]1[N:7]=[CH:6][C:5]([C:8]([N:10]2[CH2:15][CH2:14][N:13]([C:16]3[C:21]([CH3:22])=[CH:20][C:19]([CH:23]4[CH2:25][CH2:24]4)=[CH:18][N:17]=3)[CH2:12][CH2:11]2)=[O:9])=[CH:4][CH:3]=1.[O:26]=[C:27]1[NH:31][C@H:30]([CH2:32][O:33]C(=O)C2C=CC=CC=2)[CH2:29][O:28]1. (5) Given the product [ClH:25].[F:18][CH:2]([F:1])[O:3][C:4]1[N:9]=[C:8]([NH2:10])[CH:7]=[CH:6][CH:5]=1, predict the reactants needed to synthesize it. The reactants are: [F:1][CH:2]([F:18])[O:3][C:4]1[N:9]=[C:8]([NH:10]C(=O)OC(C)(C)C)[CH:7]=[CH:6][CH:5]=1.O1CCOCC1.[ClH:25]. (6) Given the product [NH2:1][C:2]1[C:10]2[C:9]([C:11]3[CH:16]=[CH:15][CH:14]=[C:13]([NH:17][C:33]([NH:32][C:29]4[CH:30]=[CH:31][C:26]([Cl:25])=[C:27]([C:35]([F:37])([F:36])[F:38])[CH:28]=4)=[O:34])[CH:12]=3)=[N:8][C:7]([NH:18][CH:19]3[CH2:20][CH2:21]3)=[N:6][C:5]=2[S:4][C:3]=1[C:22]([NH2:24])=[O:23], predict the reactants needed to synthesize it. The reactants are: [NH2:1][C:2]1[C:10]2[C:9]([C:11]3[CH:16]=[CH:15][CH:14]=[C:13]([NH2:17])[CH:12]=3)=[N:8][C:7]([NH:18][CH:19]3[CH2:21][CH2:20]3)=[N:6][C:5]=2[S:4][C:3]=1[C:22]([NH2:24])=[O:23].[Cl:25][C:26]1[CH:31]=[CH:30][C:29]([N:32]=[C:33]=[O:34])=[CH:28][C:27]=1[C:35]([F:38])([F:37])[F:36]. (7) Given the product [CH3:37][O:36]/[CH:35]=[C:30](/[C:31]([O:33][CH3:34])=[O:32])\[C:25]1[C:24]([O:23][C:19]2[CH:18]=[C:17]([O:1][C:2]3[C:3]([C:4]#[N:5])=[CH:6][CH:7]=[CH:8][CH:9]=3)[N:22]=[CH:21][N:20]=2)=[CH:29][CH:28]=[CH:27][CH:26]=1, predict the reactants needed to synthesize it. The reactants are: [OH:1][C:2]1[CH:9]=[CH:8][CH:7]=[CH:6][C:3]=1[C:4]#[N:5].C(=O)([O-])[O-].[K+].[K+].Cl[C:17]1[N:22]=[CH:21][N:20]=[C:19]([O:23][C:24]2[CH:29]=[CH:28][CH:27]=[CH:26][C:25]=2/[C:30](=[CH:35]\[O:36][CH3:37])/[C:31]([O:33][CH3:34])=[O:32])[CH:18]=1.C(=O)=O. (8) Given the product [CH3:14][O:15][C:16]1[CH:17]=[C:18]([C:5]2[CH:4]=[N:3][C:2]([NH:25][C:26]3[S:27][CH:28]=[C:29]([CH3:31])[N:30]=3)=[C:11]3[C:6]=2[CH:7]=[CH:8][C:9]([CH3:12])=[N:10]3)[CH:19]=[CH:20][CH:21]=1, predict the reactants needed to synthesize it. The reactants are: Cl[C:2]1[N:3]=[CH:4][C:5](I)=[C:6]2[C:11]=1[N:10]=[C:9]([CH3:12])[CH:8]=[CH:7]2.[CH3:14][O:15][C:16]1[CH:17]=[C:18](B(O)O)[CH:19]=[CH:20][CH:21]=1.[NH2:25][C:26]1[S:27][CH:28]=[C:29]([CH3:31])[N:30]=1.